Task: Predict the reaction yield, written as a fraction of the theoretical maximum amount of product (1.0 means a 100% yield; for example, 0.34 means a 34% yield).. Dataset: Reaction yield outcomes from USPTO patents with 853,638 reactions (1) The reactants are [CH3:1][O:2][C:3](=[O:16])[C:4]1[CH:9]=[C:8]([N+:10]([O-:12])=[O:11])[C:7]([NH2:13])=[C:6]([Cl:14])[C:5]=1F.[NH2:17][C:18]1[CH:23]=[CH:22][CH:21]=[CH:20][CH:19]=1.O. The catalyst is CO. The product is [CH3:1][O:2][C:3](=[O:16])[C:4]1[CH:9]=[C:8]([N+:10]([O-:12])=[O:11])[C:7]([NH2:13])=[C:6]([Cl:14])[C:5]=1[NH:17][C:18]1[CH:23]=[CH:22][CH:21]=[CH:20][CH:19]=1. The yield is 0.840. (2) The reactants are Cl[C:2]1[N:7]=[C:6]([O:8][C:9]2[C:14]([CH3:15])=[CH:13][C:12]([CH3:16])=[CH:11][C:10]=2[CH3:17])[C:5]([C:18]([O:20][CH3:21])=[O:19])=[CH:4][CH:3]=1.[C:22]([NH2:26])([CH3:25])([CH3:24])[CH3:23]. The catalyst is CC(N(C)C)=O. The product is [C:22]([NH:26][C:2]1[N:7]=[C:6]([O:8][C:9]2[C:14]([CH3:15])=[CH:13][C:12]([CH3:16])=[CH:11][C:10]=2[CH3:17])[C:5]([C:18]([O:20][CH3:21])=[O:19])=[CH:4][CH:3]=1)([CH3:25])([CH3:24])[CH3:23]. The yield is 0.380.